The task is: Predict the reactants needed to synthesize the given product.. This data is from Full USPTO retrosynthesis dataset with 1.9M reactions from patents (1976-2016). (1) The reactants are: [NH2:1][C@H:2]([CH2:19][C:20]1[CH:25]=[C:24]([F:26])[C:23]([F:27])=[CH:22][C:21]=1[F:28])[CH2:3][C:4]([N:6]1[CH2:11][CH2:10][NH:9][C:8](=[O:12])[C@H:7]1[CH2:13][O:14][C:15]([CH3:18])([CH3:17])[CH3:16])=[O:5].[C:29]([OH:32])(=[O:31])[CH3:30]. Given the product [C:29]([OH:32])(=[O:31])[CH3:30].[NH2:1][C@H:2]([CH2:19][C:20]1[CH:25]=[C:24]([F:26])[C:23]([F:27])=[CH:22][C:21]=1[F:28])[CH2:3][C:4]([N:6]1[CH2:11][CH2:10][NH:9][C:8](=[O:12])[C@H:7]1[CH2:13][O:14][C:15]([CH3:16])([CH3:17])[CH3:18])=[O:5], predict the reactants needed to synthesize it. (2) Given the product [F:23][C:22]([F:25])([F:24])[C:20]1[O:21][CH:2]=[N:1][C:3]=1[C:4]([O:6][CH2:7][CH3:8])=[O:5], predict the reactants needed to synthesize it. The reactants are: [N+:1]([CH2:3][C:4]([O:6][CH2:7][CH3:8])=[O:5])#[C-:2].C1CCN2C(=NCCC2)CC1.[C:20](O[C:20]([C:22]([F:25])([F:24])[F:23])=[O:21])([C:22]([F:25])([F:24])[F:23])=[O:21]. (3) Given the product [S:51]1[N:52]=[CH:53][C:49]([O:15][CH2:16][C@@H:17]2[O:21][C:20](=[O:22])[N:19]([C:23]3[CH:24]=[CH:25][CH:26]=[CH:27][CH:28]=3)[CH2:18]2)=[N:50]1, predict the reactants needed to synthesize it. The reactants are: CC(OC(/N=N/C(OC(C)C)=O)=O)C.[OH:15][CH2:16][C@@H:17]1[O:21][C:20](=[O:22])[N:19]([C:23]2[CH:28]=[CH:27][CH:26]=[CH:25][CH:24]=2)[CH2:18]1.C1(P(C2C=CC=CC=2)C2C=CC=CC=2)C=CC=CC=1.O[C:49]1[CH:53]=[N:52][S:51][N:50]=1. (4) The reactants are: CN(C)C[CH2:4][CH2:5][O:6][C:7]1[CH:12]=[CH:11][C:10](C2C=C3C4C(=CN=C(C5C=NC=CC=5)C=4)NC3=NC=2)=[CH:9][CH:8]=1.Br[C:34]1[CH:35]=[C:36]2[C:46]3[C:41](=[CH:42][N:43]=[C:44]([C:47]4[CH:48]=[N:49][CH:50]=[CH:51][CH:52]=4)[CH:45]=3)[NH:40][C:37]2=[N:38][CH:39]=1. Given the product [CH2:37]([N:38]([CH2:39][CH3:34])[CH2:4][CH2:5][O:6][C:7]1[CH:8]=[CH:9][CH:10]=[C:11]([C:34]2[CH:35]=[C:36]3[C:46]4[C:41](=[CH:42][N:43]=[C:44]([C:47]5[CH:48]=[N:49][CH:50]=[CH:51][CH:52]=5)[CH:45]=4)[NH:40][C:37]3=[N:38][CH:39]=2)[CH:12]=1)[CH3:36], predict the reactants needed to synthesize it. (5) Given the product [C:14]([CH2:13][C:4]1[C:3]([O:2][CH3:1])=[CH:12][CH:11]=[CH:10][C:5]=1[C:6]([OH:8])=[O:7])#[N:15], predict the reactants needed to synthesize it. The reactants are: [CH3:1][O:2][C:3]1[C:4]([CH2:13][C:14]#[N:15])=[C:5]([CH:10]=[CH:11][CH:12]=1)[C:6]([O:8]C)=[O:7]. (6) Given the product [C:19]1([S:29]([N:10]2[C:11]3[C:7](=[CH:6][CH:5]=[C:4]([N+:1]([O-:3])=[O:2])[CH:12]=3)[CH:8]=[N:9]2)(=[O:31])=[O:30])[C:28]2[C:23](=[CH:24][CH:25]=[CH:26][CH:27]=2)[CH:22]=[CH:21][CH:20]=1, predict the reactants needed to synthesize it. The reactants are: [N+:1]([C:4]1[CH:12]=[C:11]2[C:7]([CH:8]=[N:9][NH:10]2)=[CH:6][CH:5]=1)([O-:3])=[O:2].CC([O-])(C)C.[K+].[C:19]1([S:29](Cl)(=[O:31])=[O:30])[C:28]2[C:23](=[CH:24][CH:25]=[CH:26][CH:27]=2)[CH:22]=[CH:21][CH:20]=1.O. (7) Given the product [OH:8][C:9]1[CH:37]=[CH:36][C:35]([N:38]2[CH2:43][CH2:42][CH2:41][CH2:40][CH2:39]2)=[CH:34][C:10]=1[C:11]([NH:13][C:14]1[CH:26]=[C:25]([C:27]2[CH:32]=[CH:31][CH:30]=[CH:29][C:28]=2[CH3:33])[CH:24]=[CH:23][C:15]=1[C:16]([O:18][C:19]([CH3:21])([CH3:20])[CH3:22])=[O:17])=[O:12], predict the reactants needed to synthesize it. The reactants are: C([O:8][C:9]1[CH:37]=[CH:36][C:35]([N:38]2[CH2:43][CH2:42][CH2:41][CH2:40][CH2:39]2)=[CH:34][C:10]=1[C:11]([NH:13][C:14]1[CH:26]=[C:25]([C:27]2[CH:32]=[CH:31][CH:30]=[CH:29][C:28]=2[CH3:33])[CH:24]=[CH:23][C:15]=1[C:16]([O:18][C:19]([CH3:22])([CH3:21])[CH3:20])=[O:17])=[O:12])C1C=CC=CC=1. (8) The reactants are: [BH4-].[Na+].C([O:5][C:6]([C:8]1([CH2:18][C:19]#[N:20])[CH2:17][CH2:16][C:11]2([O:15][CH2:14][CH2:13][O:12]2)[CH2:10][CH2:9]1)=O)C.N. Given the product [O:15]1[C:11]2([CH2:16][CH2:17][C:8]3([CH2:18][CH2:19][NH:20][C:6]3=[O:5])[CH2:9][CH2:10]2)[O:12][CH2:13][CH2:14]1, predict the reactants needed to synthesize it. (9) Given the product [Br:1][C:2]1[CH:3]=[C:4]2[C:8](=[CH:9][CH:10]=1)[C:7](=[O:11])[N:6]([CH2:12][C:13]([O:15][CH3:16])=[O:14])[CH2:5]2, predict the reactants needed to synthesize it. The reactants are: [Br:1][C:2]1[CH:3]=[C:4]2[C:8](=[CH:9][CH:10]=1)[C:7](=[O:11])[N:6]([C@H:12](C(C)C)[C:13]([O:15][CH3:16])=[O:14])[CH2:5]2.BrC1C=CC(C(OC)=O)=C(CBr)C=1.Cl.COC(=O)CN. (10) Given the product [ClH:41].[CH2:33]([N:3]([CH2:1][CH3:2])[CH2:4][CH2:5][N:6]([CH3:32])[C:7]([C:9]1[S:17][C:16]2[CH:15]=[C:14]([CH3:18])[N:13]([CH2:19][C:20](=[O:27])[C:21]3[CH:22]=[CH:23][CH:24]=[CH:25][CH:26]=3)[C:12](=[O:28])[C:11]=2[C:10]=1[O:29][CH2:30][CH3:31])=[O:8])[CH3:34], predict the reactants needed to synthesize it. The reactants are: [CH2:1]([N:3]([CH2:33][CH3:34])[CH2:4][CH2:5][N:6]([CH3:32])[C:7]([C:9]1[S:17][C:16]2[CH:15]=[C:14]([CH3:18])[N:13]([CH2:19][C:20](=[O:27])[C:21]3[CH:26]=[CH:25][CH:24]=[CH:23][CH:22]=3)[C:12](=[O:28])[C:11]=2[C:10]=1[O:29][CH2:30][CH3:31])=[O:8])[CH3:2].C(OC(=O)C)C.[ClH:41].